From a dataset of Full USPTO retrosynthesis dataset with 1.9M reactions from patents (1976-2016). Predict the reactants needed to synthesize the given product. (1) Given the product [OH:14][CH2:13][C@@H:12]([NH:11][C:9](=[O:10])[O:8][CH2:1][C:2]1[CH:7]=[CH:6][CH:5]=[CH:4][CH:3]=1)[C@@H:17]([O:19][CH3:20])[CH3:18], predict the reactants needed to synthesize it. The reactants are: [CH2:1]([O:8][C:9]([NH:11][C@@H:12]([C@@H:17]([O:19][CH3:20])[CH3:18])[C:13](OC)=[O:14])=[O:10])[C:2]1[CH:7]=[CH:6][CH:5]=[CH:4][CH:3]=1.O1CCCC1.[BH4-].[Na+]. (2) Given the product [Cl:1][C:2]1[N:3]=[C:4]([N:24]2[CH2:29][CH2:28][O:27][CH2:26][CH2:25]2)[C:5]2[S:10][C:9]([CH:11]=[O:38])=[C:8]([CH3:23])[C:6]=2[N:7]=1, predict the reactants needed to synthesize it. The reactants are: [Cl:1][C:2]1[N:3]=[C:4]([N:24]2[CH2:29][CH2:28][O:27][CH2:26][CH2:25]2)[C:5]2[S:10][C:9]([CH2:11]N3CCN(C(=O)[C@@H](O)C)CC3)=[C:8]([CH3:23])[C:6]=2[N:7]=1.C([Li])CCC.CN(C)C=[O:38]. (3) Given the product [O:1]1[C:5]2[CH:6]=[CH:7][C:8]([C:10]3([C:13]([NH:23][C:19]4[N:18]=[C:17]([CH3:16])[CH:22]=[CH:21][N:20]=4)=[O:14])[CH2:12][CH2:11]3)=[CH:9][C:4]=2[O:3][CH2:2]1, predict the reactants needed to synthesize it. The reactants are: [O:1]1[C:5]2[CH:6]=[CH:7][C:8]([C:10]3([C:13](Cl)=[O:14])[CH2:12][CH2:11]3)=[CH:9][C:4]=2[O:3][CH2:2]1.[CH3:16][C:17]1[CH:22]=[CH:21][N:20]=[C:19]([NH2:23])[N:18]=1.